This data is from Reaction yield outcomes from USPTO patents with 853,638 reactions. The task is: Predict the reaction yield, written as a fraction of the theoretical maximum amount of product (1.0 means a 100% yield; for example, 0.34 means a 34% yield). (1) The reactants are [CH3:1][O:2][C:3]1[CH:9]=[CH:8][C:6]([OH:7])=[CH:5][C:4]=1[OH:10].[OH:11][C:12]1[CH:17]=[CH:16][C:15]([CH2:18][C:19](O)=[O:20])=[CH:14][CH:13]=1.B(F)(F)F.CCOCC. The catalyst is C([O-])(=O)C.[Na+]. The product is [OH:7][C:6]1[CH:5]=[C:4]([OH:10])[C:3]([O:2][CH3:1])=[CH:9][C:8]=1[C:19]([CH2:18][C:15]1[CH:16]=[CH:17][C:12]([OH:11])=[CH:13][CH:14]=1)=[O:20]. The yield is 0.480. (2) The reactants are Cl[C:2]1[CH:3]=[CH:4][C:5]2[C:6]([N:11]=1)=[N:7][CH:8]=[CH:9][N:10]=2.[CH:12]([Sn](CCCC)(CCCC)CCCC)=[CH2:13]. The catalyst is C1COCC1.[Pd].C1(P(C2C=CC=CC=2)C2C=CC=CC=2)C=CC=CC=1.C1(P(C2C=CC=CC=2)C2C=CC=CC=2)C=CC=CC=1.C1(P(C2C=CC=CC=2)C2C=CC=CC=2)C=CC=CC=1.C1(P(C2C=CC=CC=2)C2C=CC=CC=2)C=CC=CC=1. The product is [CH:12]([C:2]1[CH:3]=[CH:4][C:5]2[C:6]([N:11]=1)=[N:7][CH:8]=[CH:9][N:10]=2)=[CH2:13]. The yield is 0.810. (3) The reactants are [CH3:1][O:2][C:3]1[C:14]2[CH2:13][CH2:12][CH2:11][C:10]=2[N:9]2[C:5](=[N:6][C:7]([CH:15]=[O:16])=[CH:8]2)[N:4]=1.[Br-].[Mg+2].[Br-].[N+:20]([C:23]1[CH:41]=[CH:40][C:26]([CH2:27][O:28][C:29]([C:31]2[N:32]3[CH:35]([S:36][CH:37]=2)[CH:34]([Br:38])[C:33]3=[O:39])=[O:30])=[CH:25][CH:24]=1)([O-:22])=[O:21].[C:42](OC(=O)C)(=[O:44])[CH3:43]. The catalyst is C(OCC)(=O)C.C(N(CC)CC)C.C1COCC1.C(#N)C. The product is [N+:20]([C:23]1[CH:41]=[CH:40][C:26]([CH2:27][O:28][C:29]([C:31]2[N:32]3[CH:35]([S:36][CH:37]=2)[C:34]([CH:15]([O:16][C:42](=[O:44])[CH3:43])[C:7]2[N:6]=[C:5]4[N:9]([C:10]5[CH2:11][CH2:12][CH2:13][C:14]=5[C:3]([O:2][CH3:1])=[N:4]4)[CH:8]=2)([Br:38])[C:33]3=[O:39])=[O:30])=[CH:25][CH:24]=1)([O-:22])=[O:21]. The yield is 0.930. (4) The reactants are [F:1][C:2]1[CH:7]=[CH:6][C:5]([C:8]2[N:9]=[C:10]3[CH:15]=[CH:14][CH:13]=[N:12][N:11]3[C:16]=2[C:17]2[CH:22]=[CH:21][N:20]=[C:19]([NH2:23])[CH:18]=2)=[CH:4][C:3]=1[CH3:24].[CH3:25][O:26][C:27]1[CH:35]=[CH:34][C:30]([C:31](Cl)=[O:32])=[CH:29][CH:28]=1.C(=O)([O-])O.[Na+]. The catalyst is N1C=CC=CC=1. The product is [F:1][C:2]1[CH:7]=[CH:6][C:5]([C:8]2[N:9]=[C:10]3[CH:15]=[CH:14][CH:13]=[N:12][N:11]3[C:16]=2[C:17]2[CH:22]=[CH:21][N:20]=[C:19]([NH:23][C:31](=[O:32])[C:30]3[CH:34]=[CH:35][C:27]([O:26][CH3:25])=[CH:28][CH:29]=3)[CH:18]=2)=[CH:4][C:3]=1[CH3:24]. The yield is 0.530.